From a dataset of Reaction yield outcomes from USPTO patents with 853,638 reactions. Predict the reaction yield, written as a fraction of the theoretical maximum amount of product (1.0 means a 100% yield; for example, 0.34 means a 34% yield). (1) The reactants are [ClH:1].Cl.[N+:3]([C:6]1[CH:18]=[CH:17][C:9]([CH2:10][N:11]2[CH2:16][CH2:15][NH:14][CH2:13][CH2:12]2)=[CH:8][CH:7]=1)([O-:5])=[O:4].Br[CH:20]([CH3:36])[C:21]([C:23]1[CH:32]=[CH:31][C:30]2[C:25](=[CH:26][CH:27]=[C:28]([O:34][CH3:35])[C:29]=2[Cl:33])[CH:24]=1)=[O:22].C([O-])([O-])=O.[K+].[K+]. The catalyst is CN(C=O)C. The product is [ClH:33].[ClH:1].[N+:3]([C:6]1[CH:18]=[CH:17][C:9]([CH2:10][N:11]2[CH2:16][CH2:15][N:14]([CH:20]([C:21]([C:23]3[CH:32]=[CH:31][C:30]4[C:25](=[CH:26][CH:27]=[C:28]([O:34][CH3:35])[C:29]=4[Cl:33])[CH:24]=3)=[O:22])[CH3:36])[CH2:13][CH2:12]2)=[CH:8][CH:7]=1)([O-:5])=[O:4]. The yield is 0.650. (2) The reactants are [CH2:1]([O:3][C:4]([CH:6]1[CH2:11][N:10]([S:12]([C:15]2[CH:20]=[C:19]([Cl:21])[CH:18]=[CH:17][C:16]=2[O:22][CH3:23])(=[O:14])=[O:13])[C:9]2[CH:24]=[C:25](Br)[CH:26]=[CH:27][C:8]=2[O:7]1)=[O:5])[CH3:2].[NH2:29][C:30]1[CH:35]=[CH:34][CH:33]=[CH:32][CH:31]=1.N12CCCN=C1CCCCC2.[O:47]1CCC[CH2:48]1. The catalyst is [C-]#[O+].[C-]#[O+].[C-]#[O+].[C-]#[O+].[C-]#[O+].[C-]#[O+].[Mo].F[B-](F)(F)F.C(P(C(C)(C)C)C(C)(C)C)(C)(C)C. The product is [CH2:1]([O:3][C:4]([CH:6]1[CH2:11][N:10]([S:12]([C:15]2[CH:20]=[C:19]([Cl:21])[CH:18]=[CH:17][C:16]=2[O:22][CH3:23])(=[O:14])=[O:13])[C:9]2[CH:24]=[C:25]([C:48](=[O:47])[NH:29][C:30]3[CH:35]=[CH:34][CH:33]=[CH:32][CH:31]=3)[CH:26]=[CH:27][C:8]=2[O:7]1)=[O:5])[CH3:2]. The yield is 0.510. (3) The reactants are [CH3:1][O:2][C:3]([C:5]1[NH:6][C:7]2[C:12]([CH:13]=1)=[CH:11][C:10]([F:14])=[C:9]([O:15]CC1C=CC=CC=1)[CH:8]=2)=[O:4]. The catalyst is C(OCC)(=O)C.[Pd]. The product is [CH3:1][O:2][C:3]([C:5]1[NH:6][C:7]2[C:12]([CH:13]=1)=[CH:11][C:10]([F:14])=[C:9]([OH:15])[CH:8]=2)=[O:4]. The yield is 0.740.